Dataset: Forward reaction prediction with 1.9M reactions from USPTO patents (1976-2016). Task: Predict the product of the given reaction. (1) Given the reactants [F:1][C:2]1[CH:7]=[CH:6][C:5]([N:8]2[C:13]([CH3:14])=[CH:12][CH:11]=[C:10]([C:15]#N)[C:9]2=[O:17])=[CH:4][CH:3]=1.[OH-:18].[Na+].S(=O)(=O)(O)[OH:21], predict the reaction product. The product is: [F:1][C:2]1[CH:7]=[CH:6][C:5]([N:8]2[C:13]([CH3:14])=[CH:12][CH:11]=[C:10]([C:15]([OH:21])=[O:18])[C:9]2=[O:17])=[CH:4][CH:3]=1. (2) The product is: [Cl:1][C:2]1[C:3]2[CH2:16][CH2:15][N:14]([C:17]([O:19][C:20]([CH3:23])([CH3:22])[CH3:21])=[O:18])[CH2:13][CH2:12][C:4]=2[CH:5]=[C:6]2[C:11]=1[N:10]([C:24](=[O:28])[CH:25]([CH3:27])[CH3:26])[CH2:9][CH2:8][CH2:7]2. Given the reactants [Cl:1][C:2]1[C:3]2[CH2:16][CH2:15][N:14]([C:17]([O:19][C:20]([CH3:23])([CH3:22])[CH3:21])=[O:18])[CH2:13][CH2:12][C:4]=2[CH:5]=[C:6]2[C:11]=1[NH:10][CH2:9][CH2:8][CH2:7]2.[C:24](Cl)(=[O:28])[CH:25]([CH3:27])[CH3:26], predict the reaction product. (3) Given the reactants [CH2:1]([O:3][C:4]([C:6]1[NH:7][CH:8]=[C:9]([F:11])[CH:10]=1)=[O:5])[CH3:2].CC([O-])(C)C.[K+].Cl[NH2:19], predict the reaction product. The product is: [CH2:1]([O:3][C:4]([C:6]1[N:7]([NH2:19])[CH:8]=[C:9]([F:11])[CH:10]=1)=[O:5])[CH3:2]. (4) Given the reactants [CH2:1]([O:8][CH2:9][CH2:10][N:11]1[C:17](=[O:18])[C@@H:16]([NH:19][C:20](=[O:25])[CH2:21][C:22](O)=[O:23])[C:15]2[CH:26]=[CH:27][CH:28]=[CH:29][C:14]=2[C:13]2[CH:30]=[CH:31][CH:32]=[CH:33][C:12]1=2)[C:2]1[CH:7]=[CH:6][CH:5]=[CH:4][CH:3]=1.[F:34][C:35]([F:40])([F:39])[CH2:36][CH2:37][NH2:38], predict the reaction product. The product is: [CH2:1]([O:8][CH2:9][CH2:10][N:11]1[C:17](=[O:18])[C@@H:16]([NH:19][C:20](=[O:25])[CH2:21][C:22]([NH:38][CH2:37][CH2:36][C:35]([F:40])([F:39])[F:34])=[O:23])[C:15]2[CH:26]=[CH:27][CH:28]=[CH:29][C:14]=2[C:13]2[CH:30]=[CH:31][CH:32]=[CH:33][C:12]1=2)[C:2]1[CH:3]=[CH:4][CH:5]=[CH:6][CH:7]=1.